Task: Predict the reaction yield, written as a fraction of the theoretical maximum amount of product (1.0 means a 100% yield; for example, 0.34 means a 34% yield).. Dataset: Reaction yield outcomes from USPTO patents with 853,638 reactions (1) The reactants are S.[Cl:2][C:3]1[CH:4]=[CH:5][C:6]([NH:9][C:10]([C:12]2[CH:17]=[CH:16][CH:15]=[CH:14][C:13]=2[NH:18][C:19]([C:21]2[CH:26]=[CH:25][C:24]([C:27]3[CH:32]=[CH:31][CH:30]=[CH:29][C:28]=3[C:33]#[N:34])=[CH:23][CH:22]=2)=[O:20])=[O:11])=[N:7][CH:8]=1.CI.[N:37]1C=CC=CC=1. The catalyst is CCN(CC)CC.CC(C)=O.C(O)(=O)C.CO. The product is [Cl:2][C:3]1[CH:4]=[CH:5][C:6]([NH:9][C:10]([C:12]2[CH:17]=[CH:16][CH:15]=[CH:14][C:13]=2[NH:18][C:19]([C:21]2[CH:26]=[CH:25][C:24]([C:27]3[CH:32]=[CH:31][CH:30]=[CH:29][C:28]=3[C:33]([NH2:37])=[NH:34])=[CH:23][CH:22]=2)=[O:20])=[O:11])=[N:7][CH:8]=1. The yield is 0.150. (2) The reactants are [N:1]1[C:10]2[C:5](=[CH:6][CH:7]=[C:8]([C:11]3[CH:16]=[CH:15][C:14]([CH2:17][C:18]#[N:19])=[CH:13][CH:12]=3)[CH:9]=2)[CH:4]=[CH:3][CH:2]=1.[Br:20]N1C(=O)CCC1=O.N(C(C)(C)C#N)=NC(C)(C)C#N. The catalyst is C(Cl)(Cl)(Cl)Cl. The product is [Br:20][CH:17]([C:14]1[CH:15]=[CH:16][C:11]([C:8]2[CH:9]=[C:10]3[C:5]([CH:4]=[CH:3][CH:2]=[N:1]3)=[CH:6][CH:7]=2)=[CH:12][CH:13]=1)[C:18]#[N:19]. The yield is 0.170. (3) The reactants are [Br:1][C:2]1[CH:3]=[C:4]2[C:9](=[CH:10][CH:11]=1)[C:8](=[O:12])[CH2:7]C[C:5]2([CH3:14])[CH3:13].BrC1C=C2C(CCC2(C)C)=CC=1. No catalyst specified. The product is [Br:1][C:2]1[CH:3]=[C:4]2[C:9](=[CH:10][CH:11]=1)[C:8](=[O:12])[CH2:7][C:5]2([CH3:13])[CH3:14]. The yield is 0.750. (4) The reactants are O[C:2]1[C:7]([C:8]([O:10][CH2:11][CH3:12])=[O:9])=[CH:6][N:5]=[C:4]([C:13]2[CH:18]=[CH:17][CH:16]=[CH:15][C:14]=2[CH3:19])[N:3]=1.P(Cl)(Cl)([Cl:22])=O.C(=O)([O-])[O-].[K+].[K+]. No catalyst specified. The product is [Cl:22][C:2]1[C:7]([C:8]([O:10][CH2:11][CH3:12])=[O:9])=[CH:6][N:5]=[C:4]([C:13]2[CH:18]=[CH:17][CH:16]=[CH:15][C:14]=2[CH3:19])[N:3]=1. The yield is 0.840.